This data is from Forward reaction prediction with 1.9M reactions from USPTO patents (1976-2016). The task is: Predict the product of the given reaction. Given the reactants [C:1]([O:5][C:6]([N:8]1[CH2:13][CH:12]([O:14][CH3:15])[CH2:11][CH:10]([C:16]([OH:18])=O)[CH2:9]1)=[O:7])([CH3:4])([CH3:3])[CH3:2].[Cl:19][C:20]1[CH:26]=[CH:25][C:23]([NH2:24])=[CH:22][CH:21]=1.Cl.CN(C)CCCN=C=NCC.C(N(CC)C(C)C)(C)C, predict the reaction product. The product is: [Cl:19][C:20]1[CH:26]=[CH:25][C:23]([NH:24][C:16]([CH:10]2[CH2:11][CH:12]([O:14][CH3:15])[CH2:13][N:8]([C:6]([O:5][C:1]([CH3:2])([CH3:3])[CH3:4])=[O:7])[CH2:9]2)=[O:18])=[CH:22][CH:21]=1.